Dataset: Full USPTO retrosynthesis dataset with 1.9M reactions from patents (1976-2016). Task: Predict the reactants needed to synthesize the given product. (1) The reactants are: CS(C)=O.C(Cl)(=O)C(Cl)=O.[C:11]([O:15][C:16]([NH:18][C@@H:19]1[CH2:24][CH2:23][CH:22]([OH:25])[CH2:21][C@@H:20]1[NH:26][C:27]([O:29][C:30]([CH3:33])([CH3:32])[CH3:31])=[O:28])=[O:17])([CH3:14])([CH3:13])[CH3:12].C(N(CC)CC)C. Given the product [C:11]([O:15][C:16]([NH:18][C@@H:19]1[CH2:24][CH2:23][C:22](=[O:25])[CH2:21][C@@H:20]1[NH:26][C:27]([O:29][C:30]([CH3:33])([CH3:32])[CH3:31])=[O:28])=[O:17])([CH3:14])([CH3:13])[CH3:12], predict the reactants needed to synthesize it. (2) Given the product [Br:25][C:26]1[CH:31]=[CH:30][C:29]([N:32]2[CH2:33][CH2:34][N:35]([C:48](=[O:49])[CH2:47][N:44]3[C:45]([CH3:46])=[C:41]([Cl:40])[C:42]([C:51]([F:54])([F:53])[F:52])=[N:43]3)[CH2:36][CH2:37]2)=[CH:28][C:27]=1[O:38][CH3:39], predict the reactants needed to synthesize it. The reactants are: CN(C(ON1N=NC2C=CC=NC1=2)=[N+](C)C)C.F[P-](F)(F)(F)(F)F.[Br:25][C:26]1[CH:31]=[CH:30][C:29]([N:32]2[CH2:37][CH2:36][NH:35][CH2:34][CH2:33]2)=[CH:28][C:27]=1[O:38][CH3:39].[Cl:40][C:41]1[C:42]([C:51]([F:54])([F:53])[F:52])=[N:43][N:44]([CH2:47][C:48](O)=[O:49])[C:45]=1[CH3:46]. (3) Given the product [CH2:1]([O:3][C:4]1[C:5]([F:30])=[CH:6][C:7]2[N:11]=[C:10]([C:12]3[C:16]([NH:17][C:18]([CH:20]4[CH2:21][CH2:22]4)=[O:19])=[CH:15][NH:14][N:13]=3)[NH:9][C:8]=2[CH:29]=1)[CH3:2], predict the reactants needed to synthesize it. The reactants are: [CH2:1]([O:3][C:4]1[C:5]([F:30])=[CH:6][C:7]2[N:11]=[C:10]([C:12]3[C:16]([NH:17][C:18]([CH:20]4[CH2:22][CH2:21]4)=[O:19])=[CH:15][N:14](C4CCCCO4)[N:13]=3)[NH:9][C:8]=2[CH:29]=1)[CH3:2].FC(F)(F)C(O)=O. (4) Given the product [CH:21]1([N:18]2[C:19]3[C:15](=[CH:14][CH:13]=[C:12]([NH:11][C:4](=[O:6])[C:3]4[CH:7]=[CH:8][N:9]=[CH:10][C:2]=4[F:1])[CH:20]=3)[C:16]([CH3:27])([CH3:28])[C:17]2=[O:26])[CH2:22][CH2:23][CH2:24][CH2:25]1, predict the reactants needed to synthesize it. The reactants are: [F:1][C:2]1[CH:10]=[N:9][CH:8]=[CH:7][C:3]=1[C:4]([OH:6])=O.[NH2:11][C:12]1[CH:20]=[C:19]2[C:15]([C:16]([CH3:28])([CH3:27])[C:17](=[O:26])[N:18]2[CH:21]2[CH2:25][CH2:24][CH2:23][CH2:22]2)=[CH:14][CH:13]=1. (5) Given the product [Cl:1][C:2]1[N:3]=[C:4]([N:12]2[CH2:17][CH2:16][O:15][CH2:14][CH2:13]2)[C:5]2[N:10]=[C:9]([C:26]3[CH:25]=[CH:24][C:23]([NH:22][S:19]([CH3:18])(=[O:20])=[O:21])=[CH:28][CH:27]=3)[S:8][C:6]=2[N:7]=1, predict the reactants needed to synthesize it. The reactants are: [Cl:1][C:2]1[N:3]=[C:4]([N:12]2[CH2:17][CH2:16][O:15][CH2:14][CH2:13]2)[C:5]2[N:10]=[C:9](I)[S:8][C:6]=2[N:7]=1.[CH3:18][S:19]([NH:22][C:23]1[CH:28]=[CH:27][C:26](B2OC(C)(C)C(C)(C)O2)=[CH:25][CH:24]=1)(=[O:21])=[O:20]. (6) Given the product [CH2:1]([O:8][C:9]1[CH:16]=[CH:15][C:12]([C:13]2[NH:23][C:22]3=[N:17][C:18]([C:25]4[CH:30]=[CH:29][N:28]=[CH:27][CH:26]=4)=[CH:19][CH:20]=[C:21]3[N:24]=2)=[CH:11][CH:10]=1)[C:2]1[CH:7]=[CH:6][CH:5]=[CH:4][CH:3]=1, predict the reactants needed to synthesize it. The reactants are: [CH2:1]([O:8][C:9]1[CH:16]=[CH:15][C:12]([CH:13]=O)=[CH:11][CH:10]=1)[C:2]1[CH:7]=[CH:6][CH:5]=[CH:4][CH:3]=1.[N:17]1[C:22]([NH2:23])=[C:21]([NH2:24])[CH:20]=[CH:19][C:18]=1[C:25]1[CH:30]=[CH:29][N:28]=[CH:27][CH:26]=1.C(OI(C1C=CC=CC=1)OC(=O)C)(=O)C.